From a dataset of Forward reaction prediction with 1.9M reactions from USPTO patents (1976-2016). Predict the product of the given reaction. (1) Given the reactants [Cl:1][C:2]1[CH:9]=[CH:8][C:5]([CH:6]=O)=[C:4]([F:10])[CH:3]=1.[CH3:11][NH2:12], predict the reaction product. The product is: [Cl:1][C:2]1[CH:9]=[CH:8][C:5](/[CH:6]=[N:12]/[CH3:11])=[C:4]([F:10])[CH:3]=1. (2) Given the reactants [F:1][C:2]1([F:24])[CH2:7][CH2:6][CH2:5][CH:4]([CH2:8][NH:9][C:10]([C:12]2[C:13]3[CH:14]=[CH:15][C:16](Cl)=[N:17][C:18]=3[CH:19]=[CH:20][C:21]=2[Cl:22])=[O:11])[CH2:3]1.CCN(C(C)C)C(C)C.[F:34][C@@H:35]1[CH2:39][CH2:38][NH:37][CH2:36]1, predict the reaction product. The product is: [F:1][C:2]1([F:24])[CH2:7][CH2:6][CH2:5][CH:4]([CH2:8][NH:9][C:10]([C:12]2[C:13]3[CH:14]=[CH:15][C:16]([N:37]4[CH2:38][CH2:39][C@@H:35]([F:34])[CH2:36]4)=[N:17][C:18]=3[CH:19]=[CH:20][C:21]=2[Cl:22])=[O:11])[CH2:3]1. (3) Given the reactants [N+:1]([C:4]1[CH:5]=[CH:6][C:7]([O:10][C:11]2[CH:12]=[C:13]3[C:18](=[CH:19][CH:20]=2)[O:17][CH:16]([C:21]2[CH:26]=[CH:25][CH:24]=[CH:23][CH:22]=2)[CH2:15][CH2:14]3)=[N:8][CH:9]=1)([O-:3])=[O:2].[OH:27]C1C=C(C2CCC3C(=CC=C(O)C=3)O2)C=CC=1, predict the reaction product. The product is: [N+:1]([C:4]1[CH:5]=[CH:6][C:7]([O:10][C:11]2[CH:12]=[C:13]3[C:18](=[CH:19][CH:20]=2)[O:17][CH:16]([C:21]2[CH:22]=[C:23]([OH:27])[CH:24]=[CH:25][CH:26]=2)[CH2:15][CH2:14]3)=[N:8][CH:9]=1)([O-:3])=[O:2]. (4) Given the reactants Cl.O.[OH:3][C:4]12[C:15]3[C:10](=[C:11]([N+:16]([O-])=O)[CH:12]=[CH:13][CH:14]=3)[C:9](=[O:19])[C:8]1([NH:20][C:21]([C:23]1[N:28]3[N:29]=[N:30][N:31]=[C:27]3[CH:26]=[CH:25][CH:24]=1)=[O:22])[C:7]1[CH:32]=[CH:33][C:34]([CH:36]([CH3:38])[CH3:37])=[CH:35][C:6]=1[O:5]2, predict the reaction product. The product is: [NH2:16][C:11]1[CH:12]=[CH:13][CH:14]=[C:15]2[C:10]=1[C:9](=[O:19])[C:8]1([NH:20][C:21]([C:23]3[N:28]4[N:29]=[N:30][N:31]=[C:27]4[CH:26]=[CH:25][CH:24]=3)=[O:22])[C:7]3[CH:32]=[CH:33][C:34]([CH:36]([CH3:37])[CH3:38])=[CH:35][C:6]=3[O:5][C:4]12[OH:3]. (5) Given the reactants C([O:7][CH2:8][C@H:9]([C@@H:11]1[C@:19]2([CH3:20])[C@H:14]([C@@H:15]([O:21][Si:22]([C:25]([CH3:28])([CH3:27])[CH3:26])([CH3:24])[CH3:23])[CH2:16][CH2:17][CH2:18]2)[CH2:13][CH2:12]1)[CH3:10])(=O)C(C)(C)C.[H-].[Al+3].[Li+].[H-].[H-].[H-], predict the reaction product. The product is: [Si:22]([O:21][C@H:15]1[CH2:16][CH2:17][CH2:18][C@@:19]2([CH3:20])[C@H:14]1[CH2:13][CH2:12][C@@H:11]2[C@H:9]([CH3:10])[CH2:8][OH:7])([C:25]([CH3:28])([CH3:27])[CH3:26])([CH3:24])[CH3:23]. (6) Given the reactants [NH2:1][CH2:2][CH2:3][CH2:4][CH2:5][CH2:6][C:7]([OH:9])=[O:8].O1CCOCC1.[C:16](Cl)([O:18][CH2:19][CH:20]1[C:32]2[C:27](=[CH:28][CH:29]=[CH:30][CH:31]=2)[C:26]2[C:21]1=[CH:22][CH:23]=[CH:24][CH:25]=2)=[O:17], predict the reaction product. The product is: [CH:31]1[C:32]2[CH:20]([CH2:19][O:18][C:16]([NH:1][CH2:2][CH2:3][CH2:4][CH2:5][CH2:6][C:7]([OH:9])=[O:8])=[O:17])[C:21]3[C:26](=[CH:25][CH:24]=[CH:23][CH:22]=3)[C:27]=2[CH:28]=[CH:29][CH:30]=1. (7) Given the reactants [NH2:1][C:2]1[C:3]2[N:4]([C:8]([C:25]3[CH:26]=[C:27]([CH2:31]O)[CH:28]=[CH:29][CH:30]=3)=[N:9][C:10]=2[C:11]2[CH:16]=[CH:15][CH:14]=[C:13]([O:17][CH2:18][C:19]3[CH:24]=[CH:23][CH:22]=[CH:21][CH:20]=3)[CH:12]=2)[CH:5]=[CH:6][N:7]=1.[C:33]1(=[O:43])[C:41]2[C:36](=[CH:37][CH:38]=[CH:39][CH:40]=2)[C:35](=[O:42])[NH:34]1.C1C=CC(P(C2C=CC=CC=2)C2C=CC=CC=2)=CC=1.CC(OC(/N=N/C(OC(C)C)=O)=O)C, predict the reaction product. The product is: [NH2:1][C:2]1[C:3]2[N:4]([C:8]([C:25]3[CH:26]=[C:27]([CH:28]=[CH:29][CH:30]=3)[CH2:31][N:34]3[C:35](=[O:42])[C:36]4[C:41](=[CH:40][CH:39]=[CH:38][CH:37]=4)[C:33]3=[O:43])=[N:9][C:10]=2[C:11]2[CH:16]=[CH:15][CH:14]=[C:13]([O:17][CH2:18][C:19]3[CH:24]=[CH:23][CH:22]=[CH:21][CH:20]=3)[CH:12]=2)[CH:5]=[CH:6][N:7]=1. (8) Given the reactants [OH:1][C:2]1[CH:7]=[CH:6][C:5]([C:8](=[O:10])[CH3:9])=[C:4]([N+:11]([O-:13])=[O:12])[CH:3]=1.Br[CH2:15][C:16]([O:18][CH2:19][CH3:20])=[O:17].C(=O)([O-])[O-].[K+].[K+].CN(C=O)C, predict the reaction product. The product is: [C:8]([C:5]1[CH:6]=[CH:7][C:2]([O:1][CH2:15][C:16]([O:18][CH2:19][CH3:20])=[O:17])=[CH:3][C:4]=1[N+:11]([O-:13])=[O:12])(=[O:10])[CH3:9].